Dataset: Full USPTO retrosynthesis dataset with 1.9M reactions from patents (1976-2016). Task: Predict the reactants needed to synthesize the given product. (1) Given the product [F:16][C:2]([F:1])([F:15])[C:3]1[CH:4]=[CH:5][C:6]([C:9]2[CH:10]=[N+:11]([O-:17])[CH:12]=[CH:13][CH:14]=2)=[CH:7][CH:8]=1, predict the reactants needed to synthesize it. The reactants are: [F:1][C:2]([F:16])([F:15])[C:3]1[CH:8]=[CH:7][C:6]([C:9]2[CH:10]=[N:11][CH:12]=[CH:13][CH:14]=2)=[CH:5][CH:4]=1.[OH:17]O. (2) The reactants are: Cl[C:2]1[CH:7]=[CH:6][C:5]([CH2:8][N:9]2[C:13]([CH3:14])=[CH:12][C:11](/[C:15](/[F:27])=[CH:16]/[C:17]3[CH:22]=[CH:21][C:20]([CH2:23][CH:24]([CH3:26])[CH3:25])=[CH:19][CH:18]=3)=[N:10]2)=[CH:4][N:3]=1.[CH3:28][NH2:29]. Given the product [F:27]/[C:15](/[C:11]1[CH:12]=[C:13]([CH3:14])[N:9]([CH2:8][C:5]2[CH:6]=[CH:7][C:2]([NH:29][CH3:28])=[N:3][CH:4]=2)[N:10]=1)=[CH:16]\[C:17]1[CH:22]=[CH:21][C:20]([CH2:23][CH:24]([CH3:26])[CH3:25])=[CH:19][CH:18]=1, predict the reactants needed to synthesize it. (3) Given the product [C:14]([O:13][C:11]([N:9]1[CH2:10][C:5]2([CH2:1][CH2:2][CH2:3][CH2:4]2)[N:6]([C:21]2[O:22][C:23]3[C:24](=[C:26]([C:30]([O:32][CH3:33])=[O:31])[CH:27]=[CH:28][CH:29]=3)[N:25]=2)[CH2:7][CH2:8]1)=[O:12])([CH3:17])([CH3:16])[CH3:15], predict the reactants needed to synthesize it. The reactants are: [CH2:1]1[C:5]2([CH2:10][N:9]([C:11]([O:13][C:14]([CH3:17])([CH3:16])[CH3:15])=[O:12])[CH2:8][CH2:7][NH:6]2)[CH2:4][CH2:3][CH2:2]1.[H-].[Na+].Cl[C:21]1[O:22][C:23]2[C:24](=[C:26]([C:30]([O:32][CH3:33])=[O:31])[CH:27]=[CH:28][CH:29]=2)[N:25]=1. (4) The reactants are: [CH2:1]([C@H:3]1[O:5][CH2:4]1)[Cl:2].N.[C:7]1(=[O:17])[NH:11][C:10](=[O:12])[C:9]2=[CH:13][CH:14]=[CH:15][CH:16]=[C:8]12.[K].C(Cl)Cl. Given the product [C:7]1(=[O:17])[N:11]([CH2:4][C@H:3]([OH:5])[CH2:1][Cl:2])[C:10](=[O:12])[C:9]2=[CH:13][CH:14]=[CH:15][CH:16]=[C:8]12, predict the reactants needed to synthesize it. (5) Given the product [CH3:3][C:2]([CH3:30])([O:4][C:5](=[O:29])[NH:6][CH:7]([C@H:17]1[CH2:22][CH2:21][C@H:20]([CH2:23][C:24]([OH:26])=[O:25])[CH2:19][CH2:18]1)[CH2:8][NH:9][C:10](=[O:16])[O:11][C:12]([CH3:13])([CH3:14])[CH3:15])[CH3:1], predict the reactants needed to synthesize it. The reactants are: [CH3:1][C:2]([CH3:30])([O:4][C:5](=[O:29])[NH:6][CH:7]([C@H:17]1[CH2:22][CH2:21][C@H:20]([CH2:23][C:24]([O:26]CC)=[O:25])[CH2:19][CH2:18]1)[CH2:8][NH:9][C:10](=[O:16])[O:11][C:12]([CH3:15])([CH3:14])[CH3:13])[CH3:3].[OH-].[Na+]. (6) Given the product [F:18][C:9]([C:14]([F:17])([F:16])[F:15])([C:10]([F:13])([F:12])[F:11])[CH2:8][CH2:7][C:2]([CH2:7][CH2:8][C:9]([C:10]([F:11])([F:12])[F:13])([F:18])[C:14]([F:17])([F:16])[F:15])([C:1]#[N:5])[C:3]#[N:4], predict the reactants needed to synthesize it. The reactants are: [C:1](#[N:5])[CH2:2][C:3]#[N:4].I[CH2:7][CH2:8][C:9]([F:18])([C:14]([F:17])([F:16])[F:15])[C:10]([F:13])([F:12])[F:11].C(=O)([O-])[O-].[K+].[K+].Cl. (7) Given the product [CH3:1][C:2]1[CH:7]=[C:6]([O:8][CH2:9][C:10]([NH:29][C:30]2[CH:39]=[C:34]([C:35]([O:37][CH3:38])=[O:36])[CH:33]=[C:32]([CH:31]=2)[C:40]([O:42][CH3:43])=[O:41])=[O:11])[C:5]([CH3:13])=[CH:4][C:3]=1[C:14]1[C:19]([CH3:20])=[CH:18][C:17]([CH3:21])=[CH:16][C:15]=1[CH3:22], predict the reactants needed to synthesize it. The reactants are: [CH3:1][C:2]1[CH:7]=[C:6]([O:8][CH2:9][C:10](O)=[O:11])[C:5]([CH3:13])=[CH:4][C:3]=1[C:14]1[C:19]([CH3:20])=[CH:18][C:17]([CH3:21])=[CH:16][C:15]=1[CH3:22].C(Cl)(=O)C(Cl)=O.[NH2:29][C:30]1[CH:31]=[C:32]([C:40]([O:42][CH3:43])=[O:41])[CH:33]=[C:34]([CH:39]=1)[C:35]([O:37][CH3:38])=[O:36].C(N(CC)CC)C. (8) The reactants are: [ClH:1].[C:2]([O:5][C@@H:6]([C:37]1[S:38][CH:39]=[C:40]([C:42](=[O:60])[NH:43][C@H:44]([CH2:52][C@H:53]([CH3:59])[C:54]([O:56][CH2:57][CH3:58])=[O:55])[CH2:45][C:46]2[CH:51]=[CH:50][CH:49]=[CH:48][CH:47]=2)[N:41]=1)[CH2:7][C@@H:8]([N:12]([CH3:36])[C:13](=[O:35])[C@@H:14]([NH:19]C([C@H]1CCCCN1C(OC(C)(C)C)=O)=O)[C@@H:15]([CH3:18])[CH2:16][CH3:17])[CH:9]([CH3:11])[CH3:10])(=[O:4])[CH3:3]. Given the product [ClH:1].[NH2:19][C@@H:14]([C@@H:15]([CH3:18])[CH2:16][CH3:17])[C:13]([N:12]([C@@H:8]([CH:9]([CH3:11])[CH3:10])[CH2:7][C@H:6]([C:37]1[S:38][CH:39]=[C:40]([C:42]([NH:43][C@@H:44]([CH2:45][C:46]2[CH:47]=[CH:48][CH:49]=[CH:50][CH:51]=2)[CH2:52][C@H:53]([CH3:59])[C:54]([O:56][CH2:57][CH3:58])=[O:55])=[O:60])[N:41]=1)[O:5][C:2](=[O:4])[CH3:3])[CH3:36])=[O:35], predict the reactants needed to synthesize it. (9) Given the product [C:2]([C:6]1[CH:26]=[CH:25][CH:24]=[CH:23][C:7]=1[O:8][CH2:9][CH2:10][N:11]([CH3:22])[C:12]([C:14]1[C:15]2[CH2:21][N:20]([S:28]([CH3:27])(=[O:30])=[O:29])[CH2:19][C:16]=2[NH:17][N:18]=1)=[O:13])([CH3:5])([CH3:3])[CH3:4], predict the reactants needed to synthesize it. The reactants are: Cl.[C:2]([C:6]1[CH:26]=[CH:25][CH:24]=[CH:23][C:7]=1[O:8][CH2:9][CH2:10][N:11]([CH3:22])[C:12]([C:14]1[C:15]2[CH2:21][NH:20][CH2:19][C:16]=2[NH:17][N:18]=1)=[O:13])([CH3:5])([CH3:4])[CH3:3].[CH3:27][S:28](Cl)(=[O:30])=[O:29]. (10) Given the product [CH3:35][O:36][C:37](=[O:44])[CH2:38][CH2:39][CH2:40][CH2:41][CH2:42][N:16]([S:17]([C:20]1[CH:25]=[CH:24][C:23]([F:26])=[CH:22][CH:21]=1)(=[O:19])=[O:18])[C:14]1[CH:13]=[CH:12][C:11]2[N:7]([C:1]3[CH:6]=[CH:5][CH:4]=[CH:3][CH:2]=3)[C:8]([C:27]3[CH:28]=[CH:29][CH:30]=[CH:31][CH:32]=3)=[N:9][C:10]=2[CH:15]=1, predict the reactants needed to synthesize it. The reactants are: [C:1]1([N:7]2[C:11]3[CH:12]=[CH:13][C:14]([NH:16][S:17]([C:20]4[CH:25]=[CH:24][C:23]([F:26])=[CH:22][CH:21]=4)(=[O:19])=[O:18])=[CH:15][C:10]=3[N:9]=[C:8]2[C:27]2[CH:32]=[CH:31][CH:30]=[CH:29][CH:28]=2)[CH:6]=[CH:5][CH:4]=[CH:3][CH:2]=1.[H-].[Na+].[CH3:35][O:36][C:37](=[O:44])[CH2:38][CH2:39][CH2:40][CH2:41][CH2:42]Br.O.